Dataset: Reaction yield outcomes from USPTO patents with 853,638 reactions. Task: Predict the reaction yield, written as a fraction of the theoretical maximum amount of product (1.0 means a 100% yield; for example, 0.34 means a 34% yield). (1) The reactants are [Br:1][C:2]1[C:3](=[O:8])[O:4][CH2:5][C:6]=1Br.[F:9][C:10]([F:21])([F:20])[C:11]1[CH:16]=[CH:15][C:14](B(O)O)=[CH:13][CH:12]=1.[F-].[Cs+]. The catalyst is [I-].C([N+](CCCC)(CCCC)CCCC)CCC.C1(C)C=CC=CC=1.O.[Cl-].[Na+].O.Cl[Pd](Cl)([P](C1C=CC=CC=1)(C1C=CC=CC=1)C1C=CC=CC=1)[P](C1C=CC=CC=1)(C1C=CC=CC=1)C1C=CC=CC=1. The product is [Br:1][C:2]1[C:3](=[O:8])[O:4][CH2:5][C:6]=1[C:14]1[CH:15]=[CH:16][C:11]([C:10]([F:21])([F:20])[F:9])=[CH:12][CH:13]=1. The yield is 0.470. (2) The product is [CH2:30]([C@H:37]1[C:46]2[C:41](=[CH:42][CH:43]=[C:44]([O:47][CH3:48])[CH:45]=2)[CH2:40][CH2:39][C@H:38]1[NH:49][C:50](=[O:53])[CH2:51][CH3:52])[C:31]1[CH:36]=[CH:35][CH:34]=[CH:33][CH:32]=1. The catalyst is [Rh+].ClC1CCCCC=CC=1.CO. The reactants are C[C@H](P)[C]1[C](P(C2C3C(=CC=CC=3)C=CC=2)C2C3C(=CC=CC=3)C=CC=2)[CH][CH][CH]1.[CH2:30]([C:37]1[C:46]2[C:41](=[CH:42][CH:43]=[C:44]([O:47][CH3:48])[CH:45]=2)[CH2:40][CH2:39][C:38]=1[NH:49][C:50](=[O:53])[CH2:51][CH3:52])[C:31]1[CH:36]=[CH:35][CH:34]=[CH:33][CH:32]=1.[H][H]. The yield is 0.150. (3) The reactants are [CH3:1][CH2:2][C:3]([C:6]([O:8][C@@H:9]1[C@@H:14]2[C@@H:15]([CH2:20][CH2:21][C@H:22]3[O:28][C:26](=[O:27])[CH2:25][C@H:24]([OH:29])[CH2:23]3)[C@@H:16]([CH3:19])[CH:17]=[CH:18][C:13]2=[CH:12][C@H](C)[CH2:10]1)=[O:7])([CH3:5])[CH3:4].[OH-:31].[Na+:32].C(Cl)Cl.[C:36](#N)[CH3:37]. The catalyst is O.CC(C)=O. The product is [CH3:1][CH2:2][C:3]([C:6]([O:8][C@@H:9]1[C@@H:14]2[C@@H:15]([CH2:20][CH2:21][C@@H:22]([OH:28])[CH2:23][C@@H:24]([OH:29])[CH2:25][C:26]([O-:27])=[O:31])[C@@H:16]([CH3:19])[CH:17]=[CH:18][C:13]2=[CH:12][C@H:36]([CH3:37])[CH2:10]1)=[O:7])([CH3:4])[CH3:5].[Na+:32]. The yield is 0.778. (4) The reactants are [O:1]([CH2:8][C:9]1[CH:17]=[CH:16][CH:15]=[CH:14][C:10]=1[C:11]([OH:13])=O)[C:2]1[CH:7]=[CH:6][CH:5]=[CH:4][CH:3]=1.FC(F)(F)C(OC(=O)C(F)(F)F)=O.B(F)(F)F.CCOCC. The catalyst is C(Cl)Cl. The product is [CH:4]1[C:3]2[C:11](=[O:13])[C:10]3[CH:14]=[CH:15][CH:16]=[CH:17][C:9]=3[CH2:8][O:1][C:2]=2[CH:7]=[CH:6][CH:5]=1. The yield is 0.980. (5) The reactants are [CH:1]([Mg][Cl:5])([CH3:3])[CH3:2].[Br:6][C:7]1[CH:8]=[C:9]([C:13]([C:21]2[CH:26]=[CH:25][CH:24]=[CH:23][C:22]=2[C:27]#[N:28])=[N:14]S(C(C)(C)C)=O)[CH:10]=[CH:11][CH:12]=1. The catalyst is O1CCCC1. The product is [ClH:5].[Br:6][C:7]1[CH:8]=[C:9]([C:13]2([CH:1]([CH3:3])[CH3:2])[C:21]3[C:22](=[CH:23][CH:24]=[CH:25][CH:26]=3)[C:27]([NH2:28])=[N:14]2)[CH:10]=[CH:11][CH:12]=1. The yield is 0.0320. (6) The reactants are [NH2:1][CH2:2][CH:3]([OH:14])[CH2:4][N:5]1[CH2:13][C:12]2[C:7](=[CH:8][CH:9]=[CH:10][CH:11]=2)[CH2:6]1.[N:15]1[C:24]2[C:19](=[CH:20][CH:21]=[CH:22][C:23]=2[O:25][CH2:26][C:27](OCC)=[O:28])[CH:18]=[CH:17][CH:16]=1. The catalyst is CCO. The product is [OH:14][CH:3]([CH2:4][N:5]1[CH2:13][C:12]2[C:7](=[CH:8][CH:9]=[CH:10][CH:11]=2)[CH2:6]1)[CH2:2][NH:1][C:27](=[O:28])[CH2:26][O:25][C:23]1[CH:22]=[CH:21][CH:20]=[C:19]2[C:24]=1[N:15]=[CH:16][CH:17]=[CH:18]2. The yield is 0.180.